Dataset: Reaction yield outcomes from USPTO patents with 853,638 reactions. Task: Predict the reaction yield, written as a fraction of the theoretical maximum amount of product (1.0 means a 100% yield; for example, 0.34 means a 34% yield). (1) The reactants are [CH3:1][O:2][C:3]([C:5]1[CH:6]=[C:7]([CH:11]=[CH:12][CH:13]=1)[C:8]([OH:10])=O)=[O:4].[NH:14]1[CH2:19][CH2:18][O:17][CH2:16][CH2:15]1.CN(C(ON1N=NC2C=CC=NC1=2)=[N+](C)C)C.F[P-](F)(F)(F)(F)F. The catalyst is C(Cl)Cl. The product is [N:14]1([C:8]([C:7]2[CH:6]=[C:5]([CH:13]=[CH:12][CH:11]=2)[C:3]([O:2][CH3:1])=[O:4])=[O:10])[CH2:19][CH2:18][O:17][CH2:16][CH2:15]1. The yield is 0.905. (2) The reactants are [C:1]1([C:25]2[CH:30]=[CH:29][CH:28]=[CH:27][CH:26]=2)[CH:6]=[CH:5][C:4]([CH2:7][NH:8][CH2:9][C:10]2[CH:11]=[C:12]([CH:22]=[CH:23][CH:24]=2)[CH2:13][NH:14][C:15](=[O:21])[O:16][C:17]([CH3:20])([CH3:19])[CH3:18])=[CH:3][CH:2]=1.[Cl:31][C:32]1[C:33]([OH:43])=[C:34]([S:39](Cl)(=[O:41])=[O:40])[CH:35]=[C:36]([Cl:38])[CH:37]=1.CCN(CC)CC. The catalyst is C(Cl)Cl. The product is [C:1]1([C:25]2[CH:26]=[CH:27][CH:28]=[CH:29][CH:30]=2)[CH:6]=[CH:5][C:4]([CH2:7][N:8]([CH2:9][C:10]2[CH:11]=[C:12]([CH:22]=[CH:23][CH:24]=2)[CH2:13][NH:14][C:15](=[O:21])[O:16][C:17]([CH3:20])([CH3:19])[CH3:18])[S:39]([C:34]2[CH:35]=[C:36]([Cl:38])[CH:37]=[C:32]([Cl:31])[C:33]=2[OH:43])(=[O:40])=[O:41])=[CH:3][CH:2]=1. The yield is 0.725. (3) The reactants are [OH:1][C:2]1[C:3]([CH3:12])=[N:4][C:5]2[C:10]([CH:11]=1)=[CH:9][N:8]=[CH:7][CH:6]=2.[CH2:13]([O:20][C:21]1[CH:30]=[C:29]2[C:24]([C:25](Cl)=[CH:26][CH:27]=[N:28]2)=[CH:23][C:22]=1[O:32][CH3:33])[C:14]1[CH:19]=[CH:18][CH:17]=[CH:16][CH:15]=1.O. The catalyst is CN(C)C1C=CN=CC=1.ClC1C=CC=CC=1Cl. The product is [CH2:13]([O:20][C:21]1[CH:30]=[C:29]2[C:24]([C:25]([O:1][C:2]3[C:3]([CH3:12])=[N:4][C:5]4[C:10]([CH:11]=3)=[CH:9][N:8]=[CH:7][CH:6]=4)=[CH:26][CH:27]=[N:28]2)=[CH:23][C:22]=1[O:32][CH3:33])[C:14]1[CH:15]=[CH:16][CH:17]=[CH:18][CH:19]=1. The yield is 0.560. (4) The reactants are [Cl:1][C:2]1[CH:3]=[C:4]([C:12]([NH:14][C@@H:15]([CH2:21][C:22]2[CH:27]=[CH:26][C:25]([C:28]3[N:29]=[C:30]4[C:35]([CH3:36])=[CH:34][CH:33]=[CH:32][N:31]4[CH:37]=3)=[CH:24][CH:23]=2)[CH2:16][CH2:17][C:18]([OH:20])=O)=[O:13])[CH:5]=[CH:6][C:7]=1[O:8][CH:9]([CH3:11])[CH3:10].C([N:40](CC)CC)C.ClC(OCC)=O. The catalyst is C1COCC1. The product is [NH2:40][C:18](=[O:20])[CH2:17][CH2:16][C@@H:15]([NH:14][C:12](=[O:13])[C:4]1[CH:5]=[CH:6][C:7]([O:8][CH:9]([CH3:10])[CH3:11])=[C:2]([Cl:1])[CH:3]=1)[CH2:21][C:22]1[CH:23]=[CH:24][C:25]([C:28]2[N:29]=[C:30]3[C:35]([CH3:36])=[CH:34][CH:33]=[CH:32][N:31]3[CH:37]=2)=[CH:26][CH:27]=1. The yield is 0.900. (5) The reactants are [CH:1]1([NH:6][C:7]2[N:12]3[N:13]=[C:14]([C:28]4[CH:33]=[CH:32][CH:31]=[C:30]([N:34]=C(C5C=CC=CC=5)C5C=CC=CC=5)[CH:29]=4)[C:15]([C:16]4[CH:21]=[CH:20][N:19]=[C:18]([NH:22][CH:23]5[CH2:27][CH2:26][CH2:25][CH2:24]5)[N:17]=4)=[C:11]3[CH:10]=[CH:9][CH:8]=2)[CH2:5][CH2:4][CH2:3][CH2:2]1.Cl.C(=O)(O)[O-]. The catalyst is O1CCCC1.CCOCC. The product is [NH2:34][C:30]1[CH:29]=[C:28]([C:14]2[C:15]([C:16]3[CH:21]=[CH:20][N:19]=[C:18]([NH:22][CH:23]4[CH2:24][CH2:25][CH2:26][CH2:27]4)[N:17]=3)=[C:11]3[CH:10]=[CH:9][CH:8]=[C:7]([NH:6][CH:1]4[CH2:5][CH2:4][CH2:3][CH2:2]4)[N:12]3[N:13]=2)[CH:33]=[CH:32][CH:31]=1. The yield is 0.930. (6) The reactants are CC1(C)[O:7][CH2:6][C:5]([NH:33]C(=O)OC(C)(C)C)([CH2:8][N:9]2[C:17]3[C:12](=[C:13]([C:18]4[N:22]=[C:21]([C:23]5[CH:24]=[CH:25][C:26]6[O:30][C:29]([CH3:31])=[CH:28][C:27]=6[CH:32]=5)[O:20][N:19]=4)[CH:14]=[CH:15][CH:16]=3)[CH2:11][CH2:10]2)[CH2:4][O:3]1.C(OC1C=C(C2ON=C(C3C=CC=C4C=3CCN4CC3(NC(=O)OC(C)(C)C)COC(C)(C)OC3)N=2)C=CC=1OCC)C. No catalyst specified. The product is [NH2:33][C:5]([CH2:8][N:9]1[C:17]2[C:12](=[C:13]([C:18]3[N:22]=[C:21]([C:23]4[CH:24]=[CH:25][C:26]5[O:30][C:29]([CH3:31])=[CH:28][C:27]=5[CH:32]=4)[O:20][N:19]=3)[CH:14]=[CH:15][CH:16]=2)[CH2:11][CH2:10]1)([CH2:4][OH:3])[CH2:6][OH:7]. The yield is 0.670. (7) The reactants are Cl.[NH2:2][CH2:3][C:4]1[CH:13]=[CH:12][CH:11]=[C:10]2[C:5]=1[C:6](=[O:23])[N:7]([CH:15]1[CH2:20][CH2:19][C:18](=[O:21])[NH:17][C:16]1=[O:22])[C:8]([CH3:14])=[N:9]2.[CH:24]1([C:27](Cl)=[O:28])[CH2:26][CH2:25]1.C(N(CC)C(C)C)(C)C. The catalyst is C(#N)C. The product is [O:22]=[C:16]1[CH:15]([N:7]2[C:6](=[O:23])[C:5]3[C:10](=[CH:11][CH:12]=[CH:13][C:4]=3[CH2:3][NH:2][C:27]([CH:24]3[CH2:26][CH2:25]3)=[O:28])[N:9]=[C:8]2[CH3:14])[CH2:20][CH2:19][C:18](=[O:21])[NH:17]1. The yield is 0.540.